Predict the reaction yield, written as a fraction of the theoretical maximum amount of product (1.0 means a 100% yield; for example, 0.34 means a 34% yield). From a dataset of Reaction yield outcomes from USPTO patents with 853,638 reactions. (1) The catalyst is C1C=CC([P]([Pd]([P](C2C=CC=CC=2)(C2C=CC=CC=2)C2C=CC=CC=2)([P](C2C=CC=CC=2)(C2C=CC=CC=2)C2C=CC=CC=2)[P](C2C=CC=CC=2)(C2C=CC=CC=2)C2C=CC=CC=2)(C2C=CC=CC=2)C2C=CC=CC=2)=CC=1.C1(C)C=CC=CC=1. The product is [C:16]1([C:9]2[C:10]3[C:15]([C:2]([C:26]4[CH:27]=[CH:28][C:23]([Br:22])=[CH:24][CH:25]=4)=[C:3]4[C:8]=2[CH:7]=[CH:6][CH:5]=[CH:4]4)=[CH:14][CH:13]=[CH:12][CH:11]=3)[CH:17]=[CH:18][CH:19]=[CH:20][CH:21]=1. The yield is 0.450. The reactants are I[C:2]1[C:3]2[C:8]([C:9]([C:16]3[CH:21]=[CH:20][CH:19]=[CH:18][CH:17]=3)=[C:10]3[C:15]=1[CH:14]=[CH:13][CH:12]=[CH:11]3)=[CH:7][CH:6]=[CH:5][CH:4]=2.[Br:22][C:23]1[CH:28]=[CH:27][C:26](B(O)O)=[CH:25][CH:24]=1.C(=O)([O-])[O-].[K+].[K+]. (2) The reactants are [Li+].[CH:2]([N:5]1[C:9]([C:10]2[N:19]=[C:18]3[N:12]([CH2:13][CH2:14][O:15][C:16]4[CH:23]=[C:22]([NH:24][CH2:25][C:26]([O-])=[O:27])[CH:21]=[CH:20][C:17]=43)[CH:11]=2)=[N:8][CH:7]=[N:6]1)([CH3:4])[CH3:3].C([N:31]=C=NCCCN(C)C)C.O.ON1C2C=CC=CC=2N=N1.CCN(C(C)C)C(C)C.[Cl-].[NH4+]. The catalyst is CN(C=O)C. The product is [CH:2]([N:5]1[C:9]([C:10]2[N:19]=[C:18]3[C:17]4[CH:20]=[CH:21][C:22]([NH:24][CH2:25][C:26]([NH2:31])=[O:27])=[CH:23][C:16]=4[O:15][CH2:14][CH2:13][N:12]3[CH:11]=2)=[N:8][CH:7]=[N:6]1)([CH3:4])[CH3:3]. The yield is 0.370. (3) The reactants are C(N(S(F)(F)[F:7])CC)C.O[CH:11]([CH2:48][N:49]1[CH2:53]CC[CH2:50]1)[CH2:12][CH:13]1[CH2:18][CH2:17][N:16]([C:19]2[CH:28]=[C:27]([C:29]([NH:31][CH2:32][C@H:33]3[CH2:38][CH2:37][C@H:36]([CH2:39][NH:40][C:41](=[O:47])[O:42][C:43]([CH3:46])([CH3:45])[CH3:44])[CH2:35][CH2:34]3)=[O:30])[C:26]3[C:21](=[CH:22][CH:23]=[CH:24][CH:25]=3)[N:20]=2)[CH2:15][CH2:14]1.CCOC(C)=O.C([O-])(O)=O.[Na+]. The catalyst is C(Cl)Cl. The product is [CH3:50][N:49]([CH3:53])[CH2:48][CH:11]([F:7])[CH2:12][CH:13]1[CH2:18][CH2:17][N:16]([C:19]2[CH:28]=[C:27]([C:29]([NH:31][CH2:32][C@H:33]3[CH2:38][CH2:37][C@H:36]([CH2:39][NH:40][C:41](=[O:47])[O:42][C:43]([CH3:46])([CH3:45])[CH3:44])[CH2:35][CH2:34]3)=[O:30])[C:26]3[C:21](=[CH:22][CH:23]=[CH:24][CH:25]=3)[N:20]=2)[CH2:15][CH2:14]1. The yield is 0.220. (4) The reactants are [Cl:1][C:2]1[CH:7]=[CH:6][C:5]([OH:8])=[CH:4][C:3]=1[OH:9].C(=O)([O-])[O-].[K+].[K+].Br[CH2:17][C:18]1[CH:23]=[CH:22][CH:21]=[CH:20][CH:19]=1.O. The catalyst is CC(=O)C.C(OCC)(=O)C. The product is [CH2:17]([O:9][C:3]1[CH:4]=[C:5]([OH:8])[CH:6]=[CH:7][C:2]=1[Cl:1])[C:18]1[CH:23]=[CH:22][CH:21]=[CH:20][CH:19]=1. The yield is 0.550.